This data is from Reaction yield outcomes from USPTO patents with 853,638 reactions. The task is: Predict the reaction yield, written as a fraction of the theoretical maximum amount of product (1.0 means a 100% yield; for example, 0.34 means a 34% yield). (1) The reactants are [CH3:1][C@H:2]1[C@@H:7]([N:8]([C:10]2[N:18]=[CH:17][N:16]=[C:15]3[C:11]=2[CH:12]=[CH:13][NH:14]3)[CH3:9])[CH2:6][N:5]([C:19]([CH2:21][C:22]#[N:23])=[O:20])[CH2:4][CH2:3]1.Cl.[C:25]([OH:37])(=[O:36])[CH2:26][C:27]([CH2:32][C:33]([OH:35])=[O:34])([C:29]([OH:31])=[O:30])[OH:28].C(N)CCC. The catalyst is O. The product is [CH3:1][C@H:2]1[C@@H:7]([N:8]([C:10]2[N:18]=[CH:17][N:16]=[C:15]3[C:11]=2[CH:12]=[CH:13][NH:14]3)[CH3:9])[CH2:6][N:5]([C:19]([CH2:21][C:22]#[N:23])=[O:20])[CH2:4][CH2:3]1.[CH2:32]([C:27]([OH:28])([C:29]([OH:31])=[O:30])[CH2:26][C:25]([OH:37])=[O:36])[C:33]([OH:35])=[O:34]. The yield is 0.900. (2) The reactants are CC1C=CC2C(=CC=CC=2N2CCN(CCC3C=C(C=CC=3)N)CC2)N=1.[Cl:27]CCN=C=O.[CH3:33][C:34]1[CH:43]=[CH:42][C:41]2[C:36](=[CH:37][CH:38]=[CH:39][C:40]=2[N:44]2[CH2:49][CH2:48][N:47]([CH2:50][CH2:51][C:52]3[CH:53]=[C:54]([N:58]4[CH2:62][CH2:61][NH:60][C:59]4=[O:63])[CH:55]=[CH:56][CH:57]=3)[CH2:46][CH2:45]2)[N:35]=1. No catalyst specified. The product is [ClH:27].[ClH:27].[CH3:33][C:34]1[CH:43]=[CH:42][C:41]2[C:36](=[CH:37][CH:38]=[CH:39][C:40]=2[N:44]2[CH2:49][CH2:48][N:47]([CH2:50][CH2:51][C:52]3[CH:53]=[C:54]([N:58]4[CH2:62][CH2:61][NH:60][C:59]4=[O:63])[CH:55]=[CH:56][CH:57]=3)[CH2:46][CH2:45]2)[N:35]=1. The yield is 0.220. (3) The reactants are Cl.[CH3:2][NH:3][CH3:4].C(N(CC)CC)C.Cl[S:13]([C:16]1[CH:17]=[C:18]2[C:23](=[CH:24][CH:25]=1)[N:22]([C:26]1[C:27]([C:40]3[CH:45]=[CH:44][C:43]([F:46])=[CH:42][CH:41]=3)=[N:28][C:29]3[C:34]([N:35]=1)=[CH:33][C:32]([C:36]([O:38][CH3:39])=[O:37])=[CH:31][CH:30]=3)[CH2:21][CH2:20][CH2:19]2)(=[O:15])=[O:14].C(OCC)(=O)C. The product is [CH3:2][N:3]([CH3:4])[S:13]([C:16]1[CH:17]=[C:18]2[C:23](=[CH:24][CH:25]=1)[N:22]([C:26]1[C:27]([C:40]3[CH:41]=[CH:42][C:43]([F:46])=[CH:44][CH:45]=3)=[N:28][C:29]3[C:34]([N:35]=1)=[CH:33][C:32]([C:36]([O:38][CH3:39])=[O:37])=[CH:31][CH:30]=3)[CH2:21][CH2:20][CH2:19]2)(=[O:14])=[O:15]. The yield is 0.910. The catalyst is ClCCl. (4) The reactants are C(O[C:7]([CH:9]1[CH2:14][CH:13]([NH:15][C:16]2[N:21]=[C:20]([C:22]3[C:30]4[C:25](=[CH:26][CH:27]=[CH:28][CH:29]=4)[NH:24][CH:23]=3)[C:19]([Cl:31])=[CH:18][N:17]=2)[CH2:12][N:11]([C:32]([O:34][C:35]([CH3:38])([CH3:37])[CH3:36])=[O:33])[CH2:10]1)=[O:8])(=O)C(C)C.[NH2:39][C:40]1[CH:45]=[CH:44][C:43]([NH:46][C:47](=[O:50])[CH:48]=[CH2:49])=[CH:42][CH:41]=1. The catalyst is C1COCC1.C(Cl)Cl. The product is [C:35]([O:34][C:32]([N:11]1[CH2:12][CH:13]([NH:15][C:16]2[N:21]=[C:20]([C:22]3[C:30]4[C:25](=[CH:26][CH:27]=[CH:28][CH:29]=4)[NH:24][CH:23]=3)[C:19]([Cl:31])=[CH:18][N:17]=2)[CH2:14][CH:9]([C:7](=[O:8])[NH:39][C:40]2[CH:41]=[CH:42][C:43]([NH:46][C:47](=[O:50])[CH:48]=[CH2:49])=[CH:44][CH:45]=2)[CH2:10]1)=[O:33])([CH3:37])([CH3:36])[CH3:38]. The yield is 0.0367.